The task is: Regression. Given a peptide amino acid sequence and an MHC pseudo amino acid sequence, predict their binding affinity value. This is MHC class I binding data.. This data is from Peptide-MHC class I binding affinity with 185,985 pairs from IEDB/IMGT. (1) The peptide sequence is LVKSAWLSL. The MHC is HLA-A26:01 with pseudo-sequence HLA-A26:01. The binding affinity (normalized) is 0.0847. (2) The peptide sequence is YYKDDISYF. The MHC is HLA-A31:01 with pseudo-sequence HLA-A31:01. The binding affinity (normalized) is 0.0847. (3) The peptide sequence is VSKLVSRL. The MHC is H-2-Kb with pseudo-sequence H-2-Kb. The binding affinity (normalized) is 0.499. (4) The peptide sequence is RVVQAERFY. The MHC is SLA-10401 with pseudo-sequence SLA-10401. The binding affinity (normalized) is 0.515. (5) The binding affinity (normalized) is 0.0847. The peptide sequence is GMKRSFYVY. The MHC is HLA-B08:01 with pseudo-sequence HLA-B08:01.